This data is from NCI-60 drug combinations with 297,098 pairs across 59 cell lines. The task is: Regression. Given two drug SMILES strings and cell line genomic features, predict the synergy score measuring deviation from expected non-interaction effect. (1) Drug 1: CCC(=C(C1=CC=CC=C1)C2=CC=C(C=C2)OCCN(C)C)C3=CC=CC=C3.C(C(=O)O)C(CC(=O)O)(C(=O)O)O. Drug 2: C1CN(P(=O)(OC1)NCCCl)CCCl. Cell line: HT29. Synergy scores: CSS=-3.28, Synergy_ZIP=-3.42, Synergy_Bliss=-5.54, Synergy_Loewe=-26.3, Synergy_HSA=-9.86. (2) Drug 1: C1CCC(C(C1)N)N.C(=O)(C(=O)[O-])[O-].[Pt+4]. Drug 2: C1CN(P(=O)(OC1)NCCCl)CCCl. Cell line: EKVX. Synergy scores: CSS=-6.74, Synergy_ZIP=-16.2, Synergy_Bliss=-49.4, Synergy_Loewe=-41.2, Synergy_HSA=-52.4. (3) Drug 1: CC12CCC(CC1=CCC3C2CCC4(C3CC=C4C5=CN=CC=C5)C)O. Drug 2: C(=O)(N)NO. Cell line: SNB-19. Synergy scores: CSS=1.93, Synergy_ZIP=-0.867, Synergy_Bliss=-1.80, Synergy_Loewe=-1.37, Synergy_HSA=-1.23. (4) Drug 1: CC1=CC2C(CCC3(C2CCC3(C(=O)C)OC(=O)C)C)C4(C1=CC(=O)CC4)C. Drug 2: C1CN(CCN1C(=O)CCBr)C(=O)CCBr. Cell line: HCT-15. Synergy scores: CSS=20.9, Synergy_ZIP=-5.54, Synergy_Bliss=1.45, Synergy_Loewe=-10.4, Synergy_HSA=-0.363.